This data is from Reaction yield outcomes from USPTO patents with 853,638 reactions. The task is: Predict the reaction yield, written as a fraction of the theoretical maximum amount of product (1.0 means a 100% yield; for example, 0.34 means a 34% yield). (1) The reactants are [NH2:1][C:2]1[N:7]=[CH:6][N:5]=[C:4]2[N:8]([CH:12]([C:14]3[O:15][C:16]4[C:21]([C:22](=[O:30])[C:23]=3[C:24]3[CH:29]=[CH:28][CH:27]=[CH:26][CH:25]=3)=[CH:20][CH:19]=[CH:18][CH:17]=4)[CH3:13])[N:9]=[C:10](I)[C:3]=12.[CH3:31][C:32]1[C:40]2[C:35](=[CH:36][C:37](B3OC(C)(C)C(C)(C)O3)=[CH:38][CH:39]=2)[NH:34][N:33]=1.C(=O)([O-])[O-].[Na+].[Na+].ClCCl. The catalyst is CN(C=O)C.C(O)C.O. The product is [NH2:1][C:2]1[N:7]=[CH:6][N:5]=[C:4]2[N:8]([CH:12]([C:14]3[O:15][C:16]4[C:21]([C:22](=[O:30])[C:23]=3[C:24]3[CH:29]=[CH:28][CH:27]=[CH:26][CH:25]=3)=[CH:20][CH:19]=[CH:18][CH:17]=4)[CH3:13])[N:9]=[C:10]([C:37]3[CH:36]=[C:35]4[C:40]([C:32]([CH3:31])=[N:33][NH:34]4)=[CH:39][CH:38]=3)[C:3]=12. The yield is 0.210. (2) The reactants are [C:1]([NH:5][C:6](=[O:8])[OH:7])([CH3:4])([CH3:3])[CH3:2].C[O:10][CH2:11][C:12]1([S:15]([NH2:18])(=[O:17])=[O:16])[CH2:14][CH2:13]1.[CH2:19]([N:22]=C=O)[CH2:20][CH3:21]. No catalyst specified. The product is [C:1]([NH:5][C:6](=[O:7])[OH:8])([CH3:4])([CH3:3])[CH3:2].[CH2:19]([NH:22][C:11]([C:12]1([S:15]([NH2:18])(=[O:17])=[O:16])[CH2:14][CH2:13]1)=[O:10])[CH2:20][CH3:21]. The yield is 1.00. (3) The reactants are C([N:8]1[CH2:13][CH2:12][C:11]2([CH2:21][C:20]3[C:15](=[CH:16][CH:17]=[CH:18][CH:19]=3)[CH2:14]2)[CH2:10][CH2:9]1)C1C=CC=CC=1.ClC(OCC)=O.[OH-].[K+]. The catalyst is C1(C)C=CC=CC=1.C(OCC)(=O)C.C(O)C. The product is [NH:8]1[CH2:13][CH2:12][C:11]2([CH2:21][C:20]3[C:15](=[CH:16][CH:17]=[CH:18][CH:19]=3)[CH2:14]2)[CH2:10][CH2:9]1. The yield is 0.770. (4) The reactants are [N:1]([CH:4]1[CH:9]([OH:10])[CH2:8][CH2:7][CH:6]([C:11]2[CH:12]=[C:13]([CH:16]=[C:17]([F:19])[CH:18]=2)[C:14]#[N:15])[CH2:5]1)=[N+]=[N-]. The catalyst is CO.[Pd]. The product is [NH2:1][CH:4]1[CH:9]([OH:10])[CH2:8][CH2:7][CH:6]([C:11]2[CH:12]=[C:13]([CH:16]=[C:17]([F:19])[CH:18]=2)[C:14]#[N:15])[CH2:5]1. The yield is 0.890. (5) The reactants are [F:1][C:2]1[CH:3]=[C:4]([CH:6]=[CH:7][C:8]=1[F:9])[NH2:5].C([Li])CCC.F[C:16]1[CH:21]=[CH:20][CH:19]=[CH:18][C:17]=1[N+:22]([O-:24])=[O:23]. The catalyst is O1CCCC1. The product is [F:1][C:2]1[CH:3]=[C:4]([CH:6]=[CH:7][C:8]=1[F:9])[NH:5][C:16]1[CH:21]=[CH:20][CH:19]=[CH:18][C:17]=1[N+:22]([O-:24])=[O:23]. The yield is 0.910.